From a dataset of Full USPTO retrosynthesis dataset with 1.9M reactions from patents (1976-2016). Predict the reactants needed to synthesize the given product. (1) Given the product [Cl:14][C:13]1[C:3]2[CH2:2][N:30]([CH2:29][C:26]3[CH:27]=[N:28][C:23]([N:20]4[CH2:19][CH2:18][C:17]([F:32])([F:16])[CH2:22][CH2:21]4)=[C:24]([CH3:31])[CH:25]=3)[C:5](=[O:7])[C:4]=2[CH:10]=[CH:11][N:12]=1, predict the reactants needed to synthesize it. The reactants are: Br[CH2:2][C:3]1[C:13]([Cl:14])=[N:12][CH:11]=[CH:10][C:4]=1[C:5]([O:7]CC)=O.Cl.[F:16][C:17]1([F:32])[CH2:22][CH2:21][N:20]([C:23]2[N:28]=[CH:27][C:26]([CH2:29][NH2:30])=[CH:25][C:24]=2[CH3:31])[CH2:19][CH2:18]1. (2) Given the product [CH3:36][NH:35][C:34]1[N:54]=[C:1]([C:4]2[N:8]([CH:9]3[CH2:10][CH2:11][N:12]([C:15]([O:17][C:18]([CH3:19])([CH3:20])[CH3:21])=[O:16])[CH2:13][CH2:14]3)[CH:7]=[N:6][C:5]=2[C:22]2[CH:27]=[CH:26][CH:25]=[CH:24][CH:23]=2)[CH:2]=[CH:32][N:33]=1, predict the reactants needed to synthesize it. The reactants are: [C:1]([C:4]1[N:8]([CH:9]2[CH2:14][CH2:13][N:12]([C:15]([O:17][C:18]([CH3:21])([CH3:20])[CH3:19])=[O:16])[CH2:11][CH2:10]2)[CH:7]=[N:6][C:5]=1[C:22]1[CH:27]=[CH:26][CH:25]=[CH:24][CH:23]=1)(=O)[CH3:2].C(C1[N:35]([CH:36]2CN(C(OCCCC)=O)C2)[CH:34]=[N:33][C:32]=1C1C=CC(F)=CC=1)(=O)C.[NH2:54]C1CCN(C(OC(C)(C)C)=O)CC1.[N+](C(C1C=CC=CC=1)S(C1C=CC(C)=CC=1)(=O)=O)#[C-].FC1C=CC(C([N+]#[C-])S(C2C=CC(C)=CC=2)(=O)=O)=CC=1.COC(OC)N(C)C.[Na].Cl.CNC(N)=N.C[O-].[Na+]. (3) Given the product [NH3:12].[Cl:29][C:27]1[CH:28]=[C:23]([C:19]2[C:18]([N:15]3[CH2:16][CH2:17][NH:12][CH2:13][CH2:14]3)=[CH:22][NH:21][N:20]=2)[C:24]([OH:38])=[CH:25][C:26]=1[OH:30], predict the reactants needed to synthesize it. The reactants are: B(Cl)(Cl)Cl.C(OC([N:12]1[CH2:17][CH2:16][N:15]([C:18]2[C:19]([C:23]3[CH:28]=[C:27]([Cl:29])[C:26]([O:30]CC4C=CC=CC=4)=[CH:25][C:24]=3[O:38]CC3C=CC=CC=3)=[N:20][NH:21][CH:22]=2)[CH2:14][CH2:13]1)=O)(C)(C)C.C(=O)(O)[O-].[Na+]. (4) Given the product [C:2]1([CH:1]=[CH:15][C:14]([C:10]2[S:9][CH:13]=[CH:12][CH:11]=2)=[O:16])[CH:7]=[CH:6][CH:5]=[CH:4][CH:3]=1, predict the reactants needed to synthesize it. The reactants are: [CH:1](=O)[C:2]1[CH:7]=[CH:6][CH:5]=[CH:4][CH:3]=1.[S:9]1[CH:13]=[CH:12][CH:11]=[C:10]1[C:14](=[O:16])[CH3:15]. (5) Given the product [C:9]([NH:8][C:5]1[CH:6]=[CH:7][C:2]([CH2:19][CH2:18][CH:17]=[O:20])=[CH:3][CH:4]=1)(=[O:11])[CH3:10], predict the reactants needed to synthesize it. The reactants are: I[C:2]1[CH:7]=[CH:6][C:5]([NH:8][C:9](=[O:11])[CH3:10])=[CH:4][CH:3]=1.C([O-])(O)=O.[Na+].[CH2:17]([OH:20])[CH:18]=[CH2:19].